This data is from Full USPTO retrosynthesis dataset with 1.9M reactions from patents (1976-2016). The task is: Predict the reactants needed to synthesize the given product. (1) The reactants are: C(OC([N:8]1[CH2:12][CH2:11][CH2:10][CH:9]1[C:13]1[NH:14][C:15]([C:18]2[CH:23]=[CH:22][C:21]([C:24]3[CH:33]=[CH:32][C:31]4[C:26](=[CH:27][CH:28]=[C:29]([C:34]5[NH:35][C:36]([CH:39]6[CH2:43][CH2:42][CH2:41][N:40]6[C:44](=[O:54])[CH:45]([NH:49][C:50]([O:52][CH3:53])=[O:51])[CH:46]([CH3:48])[CH3:47])=[N:37][CH:38]=5)[CH:30]=4)[CH:25]=3)=[CH:20][CH:19]=2)=[CH:16][N:17]=1)=O)(C)(C)C.[ClH:55]. Given the product [ClH:55].[ClH:55].[ClH:55].[CH3:53][O:52][C:50](=[O:51])[NH:49][CH:45]([C:44]([N:40]1[CH2:41][CH2:42][CH2:43][CH:39]1[C:36]1[NH:35][C:34]([C:29]2[CH:28]=[CH:27][C:26]3[C:31](=[CH:32][CH:33]=[C:24]([C:21]4[CH:22]=[CH:23][C:18]([C:15]5[NH:14][C:13]([CH:9]6[CH2:10][CH2:11][CH2:12][NH:8]6)=[N:17][CH:16]=5)=[CH:19][CH:20]=4)[CH:25]=3)[CH:30]=2)=[CH:38][N:37]=1)=[O:54])[CH:46]([CH3:48])[CH3:47], predict the reactants needed to synthesize it. (2) The reactants are: [NH2:1][C:2]([CH3:7])([CH2:5][OH:6])[CH2:3][OH:4].C([O:11][C@@H:12]1[C@@H:17]([O:18]C(=O)C)[C@H:16]([O:22]C(=O)C)[C@@H:15]([CH2:26][O:27]C(=O)C)[O:14][C@H:13]1[O:31][C:32]1[C:36]([CH2:37][C:38]2[CH:43]=[CH:42][C:41](/[CH:44]=[CH:45]/[C:46](O)=[O:47])=[CH:40][CH:39]=2)=[C:35]([CH:49]([CH3:51])[CH3:50])[NH:34][N:33]=1)(=O)C.C(O[C@@H]1[C@@H](OC(=O)C)[C@H](OC(=O)C)[C@@H](COC(=O)C)O[C@H]1OC1C(CC2C=CC(/C=C/CC(O)=O)=CC=2)=C(C(C)C)NN=1)(=O)C. Given the product [C@@H:13]1([O:31][C:32]2[C:36]([CH2:37][C:38]3[CH:43]=[CH:42][C:41](/[CH:44]=[CH:45]/[C:46](=[O:47])[NH:1][C:2]([CH2:5][OH:6])([CH3:7])[CH2:3][OH:4])=[CH:40][CH:39]=3)=[C:35]([CH:49]([CH3:51])[CH3:50])[NH:34][N:33]=2)[O:14][C@H:15]([CH2:26][OH:27])[C@@H:16]([OH:22])[C@H:17]([OH:18])[C@H:12]1[OH:11], predict the reactants needed to synthesize it. (3) Given the product [CH:36]1([C:39]2[C:40]([NH:49][C@H:50]3[CH2:54][CH2:53][CH2:52][C@@H:51]3[NH:55][C:67]([C:62]3[C:61]([N:57]4[N:58]=[CH:59][CH:60]=[N:56]4)=[CH:66][CH:65]=[CH:64][N:63]=3)=[O:68])=[N:41][CH:42]=[C:43]([C:45]([F:47])([F:48])[F:46])[N:44]=2)[CH2:37][CH2:38]1, predict the reactants needed to synthesize it. The reactants are: C(OC1C=NC(C2C=CC=CC=2C(N[C@H]2CCC[C@@H]2NC2C=NC(C(F)(F)F)=CN=2)=O)=NC=1)C.Cl.[CH:36]1([C:39]2[C:40]([NH:49][C@H:50]3[CH2:54][CH2:53][CH2:52][C@@H:51]3[NH2:55])=[N:41][CH:42]=[C:43]([C:45]([F:48])([F:47])[F:46])[N:44]=2)[CH2:38][CH2:37]1.[N:56]1[N:57]([C:61]2[C:62]([C:67](O)=[O:68])=[N:63][CH:64]=[CH:65][CH:66]=2)[N:58]=[CH:59][CH:60]=1. (4) Given the product [F:1][C:2]1[CH:7]=[CH:6][C:5]([CH2:8][CH2:9][O:10][S:21]([CH3:20])(=[O:23])=[O:22])=[C:4]([O:11][CH3:12])[CH:3]=1, predict the reactants needed to synthesize it. The reactants are: [F:1][C:2]1[CH:7]=[CH:6][C:5]([CH2:8][CH2:9][OH:10])=[C:4]([O:11][CH3:12])[CH:3]=1.C(N(CC)CC)C.[CH3:20][S:21](Cl)(=[O:23])=[O:22].